From a dataset of Catalyst prediction with 721,799 reactions and 888 catalyst types from USPTO. Predict which catalyst facilitates the given reaction. (1) Reactant: Cl.[CH2:2]([O:4][C:5]([C:7]1[CH:8]=[N:9][N:10]([C:12]2[N:21](COCC[Si](C)(C)C)[C:20](=[O:30])[C:19]3[C:14](=[CH:15][CH:16]=[C:17]([NH:31][C:32](=[O:39])[C:33]4[CH:38]=[CH:37][CH:36]=[CH:35][CH:34]=4)[CH:18]=3)[N:13]=2)[CH:11]=1)=[O:6])[CH3:3].O1CCOCC1. Product: [CH2:2]([O:4][C:5]([C:7]1[CH:8]=[N:9][N:10]([C:12]2[NH:21][C:20](=[O:30])[C:19]3[C:14](=[CH:15][CH:16]=[C:17]([NH:31][C:32](=[O:39])[C:33]4[CH:34]=[CH:35][CH:36]=[CH:37][CH:38]=4)[CH:18]=3)[N:13]=2)[CH:11]=1)=[O:6])[CH3:3]. The catalyst class is: 28. (2) Reactant: [CH2:1]([O:5][C:6](=[O:28])[C:7]([C:10]1[CH:19]=[C:18]2[C:13]([C@@H:14]3[CH2:25][C:24](=[O:26])[CH2:23][CH2:22][C@H:15]3[C:16]([CH3:21])([CH3:20])[O:17]2)=[C:12]([OH:27])[CH:11]=1)([CH3:9])[CH3:8])[CH2:2][CH2:3][CH3:4].[BH4-].[Na+]. Product: [CH2:1]([O:5][C:6](=[O:28])[C:7]([C:10]1[CH:19]=[C:18]2[C:13]([C@@H:14]3[CH2:25][C@H:24]([OH:26])[CH2:23][CH2:22][C@H:15]3[C:16]([CH3:21])([CH3:20])[O:17]2)=[C:12]([OH:27])[CH:11]=1)([CH3:9])[CH3:8])[CH2:2][CH2:3][CH3:4]. The catalyst class is: 5. (3) Product: [CH:11]1([NH:14][C:6](=[O:8])[C:5]2[CH:4]=[CH:3][C:2]([OH:1])=[CH:10][CH:9]=2)[CH2:13][CH2:12]1. The catalyst class is: 3. Reactant: [OH:1][C:2]1[CH:10]=[CH:9][C:5]([C:6]([OH:8])=O)=[CH:4][CH:3]=1.[CH:11]1([NH2:14])[CH2:13][CH2:12]1.CCN=C=NCCCN(C)C.C1C=CC2N(O)N=NC=2C=1.CCN(C(C)C)C(C)C. (4) Reactant: [NH2:1][C:2]1[CH:7]=[CH:6][C:5]([C:8]2[N:13]=[C:12]([N:14]3[CH2:19][CH2:18][O:17][CH2:16][CH2:15]3)[N:11]=[C:10]([C:20]3[CH:25]=[CH:24][C:23]([NH:26][C:27]([NH:29][CH3:30])=[O:28])=[CH:22][CH:21]=3)[N:9]=2)=[CH:4][CH:3]=1.C(N(CC)CC)C.[C:38]([C:41]1[CH:46]=[CH:45][C:44]([NH:47][C:48](=[O:56])OC2C=CC=CC=2)=[CH:43][CH:42]=1)(=[O:40])[NH2:39]. Product: [CH3:30][NH:29][C:27]([NH:26][C:23]1[CH:22]=[CH:21][C:20]([C:10]2[N:11]=[C:12]([N:14]3[CH2:15][CH2:16][O:17][CH2:18][CH2:19]3)[N:13]=[C:8]([C:5]3[CH:4]=[CH:3][C:2]([NH:1][C:48]([NH:47][C:44]4[CH:43]=[CH:42][C:41]([C:38]([NH2:39])=[O:40])=[CH:46][CH:45]=4)=[O:56])=[CH:7][CH:6]=3)[N:9]=2)=[CH:25][CH:24]=1)=[O:28]. The catalyst class is: 3. (5) Reactant: [CH2:1]([O:8][C:9]([O:11]N1C(=O)CCC1=O)=O)[C:2]1[CH:7]=[CH:6][CH:5]=[CH:4][CH:3]=1.Cl.[NH2:20][C@H:21]([C:28]1[CH:33]=[CH:32][CH:31]=[C:30]([N+:34]([O-:36])=[O:35])[CH:29]=1)[CH2:22][C:23]([O:25][CH2:26][CH3:27])=[O:24].CCN(C(C)C)C(C)C. Product: [CH2:1]([O:8][C:9]([NH:20][C@H:21]([C:28]1[CH:33]=[CH:32][CH:31]=[C:30]([N+:34]([O-:36])=[O:35])[CH:29]=1)[CH2:22][C:23]([O:25][CH2:26][CH3:27])=[O:24])=[O:11])[C:2]1[CH:3]=[CH:4][CH:5]=[CH:6][CH:7]=1. The catalyst class is: 2. (6) Reactant: [Br:1][C:2]1[N:6]2[C:7]3[C:12]([CH2:13][CH2:14][C:5]2=[C:4]([C:21]([O:23][CH2:24][CH3:25])=[O:22])[N:3]=1)=[CH:11][C:10]([O:15][CH3:16])=[C:9]([O:17]C(C)C)[CH:8]=3.B(Cl)(Cl)Cl. Product: [Br:1][C:2]1[N:6]2[C:7]3[C:12]([CH2:13][CH2:14][C:5]2=[C:4]([C:21]([O:23][CH2:24][CH3:25])=[O:22])[N:3]=1)=[CH:11][C:10]([O:15][CH3:16])=[C:9]([OH:17])[CH:8]=3. The catalyst class is: 2. (7) Reactant: O.O.O.C([O-])(=O)C.[Na+].[C:9]([C:12]1[NH:16][C:15]([C:17]#[N:18])=[CH:14][CH:13]=1)(=O)[CH3:10].Cl.[NH2:20][NH:21][C:22]([NH2:24])=[O:23]. Product: [C:17]([C:15]1[NH:16][C:12]([C:9](=[N:20][NH:21][C:22]([NH2:24])=[O:23])[CH3:10])=[CH:13][CH:14]=1)#[N:18]. The catalyst class is: 97.